Dataset: HIV replication inhibition screening data with 41,000+ compounds from the AIDS Antiviral Screen. Task: Binary Classification. Given a drug SMILES string, predict its activity (active/inactive) in a high-throughput screening assay against a specified biological target. (1) The drug is O=C1C(=Cc2ccc(Cl)cc2)CCCC1=Cc1ccc(O)c(CN2CCCCC2)c1. The result is 0 (inactive). (2) The drug is Cc1nnc2c3nccnc3c(=N)[nH]n12. The result is 0 (inactive). (3) The drug is CC1(C)C(=O)N(c2ccccc2)C(=O)N1c1nc2ccccc2[nH]1. The result is 0 (inactive). (4) The compound is CCCCc1ccc(C2=C(O)C(=O)C(c3ccc(CCCC)cc3)=C(O)C2=O)cc1. The result is 0 (inactive).